This data is from Full USPTO retrosynthesis dataset with 1.9M reactions from patents (1976-2016). The task is: Predict the reactants needed to synthesize the given product. (1) Given the product [C:1]([O:4][CH2:5][C:6]([CH3:58])([CH3:57])[C@H:7]([NH:49][C:50]([O:52][CH3:53])=[O:51])[C:8](=[O:48])[NH:9][C@@H:10]([CH2:41][C:42]1[CH:47]=[CH:46][CH:45]=[CH:44][CH:43]=1)[C@@H:11]([OH:40])[CH2:12][C@H:13]([CH2:27][C:28]1[CH:29]=[CH:30][C:31]([C:34]2[CH:39]=[CH:38][CH:37]=[CH:36][N:35]=2)=[CH:32][CH:33]=1)[NH:14][C:15](=[O:26])[C@H:16]([C:22]([CH3:24])([CH3:23])[CH3:25])[NH:17][C:18](=[O:21])[O:19][CH3:20])(=[O:3])[CH3:2], predict the reactants needed to synthesize it. The reactants are: [C:1]([O:4][CH2:5][C:6]([CH3:58])([CH3:57])[C@H:7]([NH:49][C:50]([O:52][C:53](C)(C)C)=[O:51])[C:8](=[O:48])[NH:9][C@@H:10]([CH2:41][C:42]1[CH:47]=[CH:46][CH:45]=[CH:44][CH:43]=1)[C@@H:11]([OH:40])[CH2:12][C@H:13]([CH2:27][C:28]1[CH:33]=[CH:32][C:31]([C:34]2[CH:39]=[CH:38][CH:37]=[CH:36][N:35]=2)=[CH:30][CH:29]=1)[NH:14][C:15](=[O:26])[C@H:16]([C:22]([CH3:25])([CH3:24])[CH3:23])[NH:17][C:18](=[O:21])[O:19][CH3:20])(=[O:3])[CH3:2].Cl.C(N(C(C)C)CC)(C)C.ClC(OC)=O. (2) Given the product [Cl:23][C:22]1[CH:17]=[C:18]([CH:19]=[C:20]([CH3:24])[CH:21]=1)[NH:14][C:10]([CH2:11][C:6]1[CH:7]=[CH:8][C:37]([OH:38])=[CH:3][CH:2]=1)=[O:12], predict the reactants needed to synthesize it. The reactants are: O[CH:2]([C:6]1[CH:11]=[CH:10]C=[CH:8][CH:7]=1)[C:3](O)=O.[OH2:12].O[N:14]1[C:18]2[CH:19]=[CH:20][CH:21]=[CH:22][C:17]=2N=N1.[ClH:23].[CH3:24]N(C)CCCN=C=NCC.CN(C)[CH:37]=[O:38]. (3) Given the product [Br:1][C:2]1[CH:7]=[CH:6][CH:5]=[C:4]([C:8]([F:9])([F:10])[F:11])[C:3]=1[CH2:12][Br:20], predict the reactants needed to synthesize it. The reactants are: [Br:1][C:2]1[CH:7]=[CH:6][CH:5]=[C:4]([C:8]([F:11])([F:10])[F:9])[C:3]=1[CH3:12].C1C(=O)N([Br:20])C(=O)C1.C(OOC(=O)C1C=CC=CC=1)(=O)C1C=CC=CC=1. (4) Given the product [O:43]1[CH2:44][CH:41]([N:38]2[CH2:37][CH2:36][N:35]([C:32]3[CH:33]=[CH:34][C:29]([NH:28][C:26]4[N:25]=[CH:24][N:23]=[C:22]([C:20]5[CH:19]=[CH:18][C:4]([O:5][C@@H:6]6[CH2:10][CH2:9][NH:8][CH2:7]6)=[C:3]([CH:21]=5)[C:1]#[N:2])[N:27]=4)=[CH:30][CH:31]=3)[CH2:40][CH2:39]2)[CH2:42]1, predict the reactants needed to synthesize it. The reactants are: [C:1]([C:3]1[CH:21]=[C:20]([C:22]2[N:27]=[C:26]([NH:28][C:29]3[CH:34]=[CH:33][C:32]([N:35]4[CH2:40][CH2:39][N:38]([CH:41]5[CH2:44][O:43][CH2:42]5)[CH2:37][CH2:36]4)=[CH:31][CH:30]=3)[N:25]=[CH:24][N:23]=2)[CH:19]=[CH:18][C:4]=1[O:5][C@@H:6]1[CH2:10][CH2:9][N:8](C(OC(C)(C)C)=O)[CH2:7]1)#[N:2]. (5) Given the product [Cl:37][C:32]1[CH:31]=[C:30]([C:28]2[CH:29]=[C:24]([C:10]3[N:11]([CH2:13][O:14][CH2:15][CH2:16][Si:17]([CH3:18])([CH3:19])[CH3:20])[CH:12]=[C:8]([C:7]([F:21])([F:6])[F:22])[N:9]=3)[N:25]=[CH:26][N:27]=2)[CH:35]=[CH:34][C:33]=1[Cl:36], predict the reactants needed to synthesize it. The reactants are: C([Li])CCC.[F:6][C:7]([F:22])([F:21])[C:8]1[N:9]=[CH:10][N:11]([CH2:13][O:14][CH2:15][CH2:16][Si:17]([CH3:20])([CH3:19])[CH3:18])[CH:12]=1.Cl[C:24]1[CH:29]=[C:28]([C:30]2[CH:35]=[CH:34][C:33]([Cl:36])=[C:32]([Cl:37])[CH:31]=2)[N:27]=[CH:26][N:25]=1. (6) Given the product [F:1][C:2]1([C:4]2[CH:9]=[CH:8][CH:7]=[CH:6][CH:5]=2)[CH2:3][CH:12]1[C:13]([O:15][CH2:16][CH3:17])=[O:14], predict the reactants needed to synthesize it. The reactants are: [F:1][C:2]([C:4]1[CH:9]=[CH:8][CH:7]=[CH:6][CH:5]=1)=[CH2:3].[N+](=[CH:12][C:13]([O:15][CH2:16][CH3:17])=[O:14])=[N-].